From a dataset of Forward reaction prediction with 1.9M reactions from USPTO patents (1976-2016). Predict the product of the given reaction. (1) Given the reactants [C:1]([O:5][C:6]([N:8]1[CH2:14][CH2:13][C:12]2[CH:15]=[CH:16][C:17]([C:19]#[N:20])=[CH:18][C:11]=2[CH2:10][CH2:9]1)=[O:7])([CH3:4])([CH3:3])[CH3:2].[OH-].[K+].[CH2:23](N)[C:24]#[CH:25].C(Cl)CCl.C1C=CC2N([OH:40])N=NC=2C=1.C([O-])(O)=O.[Na+], predict the reaction product. The product is: [CH2:23]([NH:20][C:19]([C:17]1[CH:16]=[CH:15][C:12]2[CH2:13][CH2:14][N:8]([C:6]([O:5][C:1]([CH3:4])([CH3:2])[CH3:3])=[O:7])[CH2:9][CH2:10][C:11]=2[CH:18]=1)=[O:40])[C:24]#[CH:25]. (2) Given the reactants [Br:1][C:2]1[CH:3]=[C:4]2[C:9](=[CH:10][CH:11]=1)[CH:8]=[N:7][CH:6]=[CH:5]2.C1C(=O)N([Cl:19])C(=O)C1.[OH-].[Na+], predict the reaction product. The product is: [Br:1][C:2]1[C:3]([Cl:19])=[C:4]2[C:9](=[CH:10][CH:11]=1)[CH:8]=[N:7][CH:6]=[CH:5]2. (3) Given the reactants O[C@@H:2]1[C@H:13]2[C@H:9]([N:10]([C:15]([O:17][C:18]([CH3:21])([CH3:20])[CH3:19])=[O:16])[C:11](=[O:14])[CH2:12]2)[C:8]2[C:3]1=[CH:4][CH:5]=[CH:6][CH:7]=2.ClCCl.C(N(S(F)(F)[F:31])CC)C, predict the reaction product. The product is: [F:31][C@H:2]1[C@H:13]2[C@H:9]([N:10]([C:15]([O:17][C:18]([CH3:21])([CH3:20])[CH3:19])=[O:16])[C:11](=[O:14])[CH2:12]2)[C:8]2[C:3]1=[CH:4][CH:5]=[CH:6][CH:7]=2. (4) Given the reactants F[C:2](F)(F)[C:3](O)=[O:4].[NH:8]1[CH2:13][CH2:12][CH:11]([NH:14][C:15]([N:17]2[CH2:21][CH:20]([CH2:22][C:23]([CH3:26])([CH3:25])[CH3:24])[C:19]3([C:34]4[C:29](=[CH:30][C:31]([Cl:35])=[CH:32][CH:33]=4)[NH:28][C:27]3=[O:36])[CH:18]2[C:37]2[CH:42]=[CH:41][CH:40]=[C:39]([Cl:43])[C:38]=2[F:44])=[O:16])[CH2:10][CH2:9]1.C(N(CC)CC)C.C(Cl)(=O)C, predict the reaction product. The product is: [C:3]([N:8]1[CH2:13][CH2:12][CH:11]([NH:14][C:15]([N:17]2[CH2:21][CH:20]([CH2:22][C:23]([CH3:26])([CH3:25])[CH3:24])[C:19]3([C:34]4[C:29](=[CH:30][C:31]([Cl:35])=[CH:32][CH:33]=4)[NH:28][C:27]3=[O:36])[CH:18]2[C:37]2[CH:42]=[CH:41][CH:40]=[C:39]([Cl:43])[C:38]=2[F:44])=[O:16])[CH2:10][CH2:9]1)(=[O:4])[CH3:2]. (5) Given the reactants [N-:1]=[N+:2]=[N-:3].[Na+].[CH3:5][O:6][C:7]([C@@H:9]1[C@H:13]([CH2:14]I)[CH2:12][CH2:11][N:10]1[C@H:16]([C:18]1[CH:23]=[CH:22][CH:21]=[CH:20][CH:19]=1)[CH3:17])=[O:8], predict the reaction product. The product is: [CH3:5][O:6][C:7]([C@@H:9]1[C@H:13]([CH2:14][N:1]=[N+:2]=[N-:3])[CH2:12][CH2:11][N:10]1[C@H:16]([C:18]1[CH:19]=[CH:20][CH:21]=[CH:22][CH:23]=1)[CH3:17])=[O:8]. (6) Given the reactants Cl[C:2]1[N:3]([C:12]2[CH:17]=[CH:16][C:15]([Cl:18])=[CH:14][CH:13]=2)[N:4]=[C:5]2[C:10]=1[CH:9]=[C:8]([Cl:11])[CH:7]=[CH:6]2.ClC1N(C2C=CC(Cl)=CC=2)N=C2C=1C=CC=C2.[CH2:36]([O:38][C:39]1[CH:40]=[C:41]([NH2:45])[CH:42]=[CH:43][CH:44]=1)[CH3:37], predict the reaction product. The product is: [Cl:11][C:8]1[CH:7]=[CH:6][C:5]2[C:10](=[C:2]([NH:45][C:41]3[CH:42]=[CH:43][CH:44]=[C:39]([O:38][CH2:36][CH3:37])[CH:40]=3)[N:3]([C:12]3[CH:17]=[CH:16][C:15]([Cl:18])=[CH:14][CH:13]=3)[N:4]=2)[CH:9]=1. (7) Given the reactants C(O[BH-](OC(=O)C)OC(=O)C)(=O)C.[Na+].[C:15]([O:19][C:20]([N:22]1[CH2:26][CH2:25][C@H:24]([NH2:27])[CH2:23]1)=[O:21])([CH3:18])([CH3:17])[CH3:16].[Cl:28][C:29]1[CH:36]=[C:35]([Cl:37])[CH:34]=[CH:33][C:30]=1[CH:31]=O, predict the reaction product. The product is: [C:15]([O:19][C:20]([N:22]1[CH2:26][CH2:25][C@H:24]([NH:27][CH2:31][C:30]2[CH:33]=[CH:34][C:35]([Cl:37])=[CH:36][C:29]=2[Cl:28])[CH2:23]1)=[O:21])([CH3:18])([CH3:16])[CH3:17].